This data is from Retrosynthesis with 50K atom-mapped reactions and 10 reaction types from USPTO. The task is: Predict the reactants needed to synthesize the given product. (1) Given the product CCCc1cc(CNCCN2CCN(c3ccccc3)CC2)nn1C(C)(C)C, predict the reactants needed to synthesize it. The reactants are: CCCc1cc(C=O)nn1C(C)(C)C.NCCN1CCN(c2ccccc2)CC1. (2) Given the product C[C@]12CC[C@@H]3c4ccc(OCc5ccccc5)cc4C[C@@H](CCCCCO)[C@H]3[C@@H]1C=CC2=O, predict the reactants needed to synthesize it. The reactants are: BrCc1ccccc1.C[C@]12CC[C@@H]3c4ccc(O)cc4C[C@@H](CCCCCO)[C@H]3[C@@H]1C=CC2=O. (3) Given the product CCOC(=O)c1cc2cc(Oc3ccc(S(C)(=O)=O)cc3)cc(OCC3CCOCC3)c2[nH]1, predict the reactants needed to synthesize it. The reactants are: CCOC(=O)c1cc2cc(Oc3ccc(S(C)(=O)=O)cc3)cc(O)c2[nH]1.OCC1CCOCC1.